From a dataset of P-glycoprotein inhibition data for predicting drug efflux from Broccatelli et al.. Regression/Classification. Given a drug SMILES string, predict its absorption, distribution, metabolism, or excretion properties. Task type varies by dataset: regression for continuous measurements (e.g., permeability, clearance, half-life) or binary classification for categorical outcomes (e.g., BBB penetration, CYP inhibition). Dataset: pgp_broccatelli. (1) The molecule is COc1ccc2c(c1)[C@@]13CCCC[C@H]1[C@@H](C2)N(C)CC3. The result is 0 (non-inhibitor). (2) The drug is CCCN(CCC)c1ccc(-c2cnc(-c3ccc(/C=C/COCC)cc3)[nH]2)cc1. The result is 1 (inhibitor). (3) The molecule is COc1cc2c(cc1OC)CN(CCNC(=O)c1cccc(Cl)c1NC(=O)c1ccc(C(C)C)cc1)CC2. The result is 1 (inhibitor). (4) The compound is CCN[C@@H](C)Cc1cccc(C(F)(F)F)c1. The result is 0 (non-inhibitor). (5) The drug is OCCN1CCN(CCCN2c3ccccc3Sc3ccc(Cl)cc32)CC1. The result is 1 (inhibitor). (6) The molecule is CC1(C)S[C@H]2[C@H](NC(=O)[C@H](C(=O)O)c3ccccc3)C(=O)N2[C@@H]1C(=O)O. The result is 0 (non-inhibitor). (7) The compound is O[C@](CCN1CCCCC1)(c1ccccc1)[C@H]1C[C@@H]2C=C[C@H]1C2. The result is 0 (non-inhibitor). (8) The drug is c1ccc2c(c1)CCC[C@@H]2C1=NCCN1. The result is 0 (non-inhibitor). (9) The compound is CCCCCCC[C@@H]1CC(=O)O[C@@H](C(C)C)C(=O)N(C)[C@@H](Cc2ccccc2)[C@H](OCOC)CC(=O)O1. The result is 1 (inhibitor). (10) The molecule is O=S(=O)(O)CCS. The result is 0 (non-inhibitor).